Dataset: Catalyst prediction with 721,799 reactions and 888 catalyst types from USPTO. Task: Predict which catalyst facilitates the given reaction. Reactant: [CH:1]1([C:4](Cl)=[O:5])[CH2:3][CH2:2]1.[NH2:7][C:8]1[C:29]([OH:30])=[CH:28][C:11]2[CH2:12][C@@H:13]3[C:18]([CH3:20])([CH3:19])[C@:17]([CH3:21])([C:10]=2[CH:9]=1)[CH2:16][CH2:15][N:14]3[C:22](=[O:27])[C:23]([F:26])([F:25])[F:24].C(N(CC)CC)C.N. Product: [OH:30][C:29]1[C:8]([NH:7][C:4]([CH:1]2[CH2:3][CH2:2]2)=[O:5])=[CH:9][C:10]2[C@@:17]3([CH3:21])[C:18]([CH3:20])([CH3:19])[C@H:13]([N:14]([C:22](=[O:27])[C:23]([F:26])([F:24])[F:25])[CH2:15][CH2:16]3)[CH2:12][C:11]=2[CH:28]=1. The catalyst class is: 98.